Task: Predict the reactants needed to synthesize the given product.. Dataset: Full USPTO retrosynthesis dataset with 1.9M reactions from patents (1976-2016) (1) Given the product [CH:19]1([O:17][C:16](=[O:18])[CH:9]([NH:8][C:6]([O:5][C:2]([CH3:1])([CH3:3])[CH3:4])=[O:7])[C:10]2[CH:15]=[CH:14][CH:13]=[CH:12][CH:11]=2)[CH2:24][CH2:23][CH2:22][CH2:21][CH2:20]1, predict the reactants needed to synthesize it. The reactants are: [CH3:1][C:2]([O:5][C:6]([NH:8][C@H:9]([C:16]([OH:18])=[O:17])[C:10]1[CH:15]=[CH:14][CH:13]=[CH:12][CH:11]=1)=[O:7])([CH3:4])[CH3:3].[CH:19]1(O)[CH2:24][CH2:23][CH2:22][CH2:21][CH2:20]1.C1CCC(N=C=NC2CCCCC2)CC1.CCOC(C)=O. (2) Given the product [CH2:17]([C:10]1[N:9]=[C:8]([C:6]2[CH:7]=[C:2]([NH:1][C:26]([NH:25][CH2:23][CH3:24])=[O:27])[CH:3]=[CH:4][C:5]=2[O:19][CH2:20][CH2:21][CH3:22])[NH:13][C:12](=[O:14])[C:11]=1[CH2:15][CH3:16])[CH3:18], predict the reactants needed to synthesize it. The reactants are: [NH2:1][C:2]1[CH:3]=[CH:4][C:5]([O:19][CH2:20][CH2:21][CH3:22])=[C:6]([C:8]2[NH:13][C:12](=[O:14])[C:11]([CH2:15][CH3:16])=[C:10]([CH2:17][CH3:18])[N:9]=2)[CH:7]=1.[CH2:23]([N:25]=[C:26]=[O:27])[CH3:24]. (3) Given the product [C:1]([O:4][CH2:5][C:6]([CH3:36])([CH3:35])[CH2:7][N:8]1[C:14]2[CH:15]=[CH:16][C:17]([Cl:19])=[CH:18][C:13]=2[C@@H:12]([C:20]2[CH:25]=[CH:24][CH:23]=[C:22]([O:26][CH3:27])[C:21]=2[O:28][CH3:29])[O:11][C@H:10]([CH2:30][C:31]([NH:52][C:53]2[S:54][C:55]([C:59]([O:61][C:62]([CH3:65])([CH3:64])[CH3:63])=[O:60])=[C:56]([CH3:58])[N:57]=2)=[O:33])[C:9]1=[O:34])(=[O:3])[CH3:2], predict the reactants needed to synthesize it. The reactants are: [C:1]([O:4][CH2:5][C:6]([CH3:36])([CH3:35])[CH2:7][N:8]1[C:14]2[CH:15]=[CH:16][C:17]([Cl:19])=[CH:18][C:13]=2[C@@H:12]([C:20]2[CH:25]=[CH:24][CH:23]=[C:22]([O:26][CH3:27])[C:21]=2[O:28][CH3:29])[O:11][C@H:10]([CH2:30][C:31]([OH:33])=O)[C:9]1=[O:34])(=[O:3])[CH3:2].C(N(CC)CC)C.ClC(OCC(C)C)=O.[NH2:52][C:53]1[S:54][C:55]([C:59]([O:61][C:62]([CH3:65])([CH3:64])[CH3:63])=[O:60])=[C:56]([CH3:58])[N:57]=1.N1C=CC=CC=1. (4) The reactants are: [O:1]=[C:2]1[CH2:6][CH2:5][C:4]([CH:11]([CH3:13])[CH3:12])([C:7]([O:9]C)=[O:8])[CH2:3]1.Cl. Given the product [O:1]=[C:2]1[CH2:6][CH2:5][C:4]([CH:11]([CH3:13])[CH3:12])([C:7]([OH:9])=[O:8])[CH2:3]1, predict the reactants needed to synthesize it. (5) Given the product [C:1]([C:5]1[CH:20]=[C:8]2[N:9]=[C:10]([CH3:19])[C:11]([CH:14]([CH2:32][CH2:33][CH3:34])[C:15]([O:17][CH3:18])=[O:16])=[C:12]([Cl:13])[N:7]2[N:6]=1)([CH3:4])([CH3:3])[CH3:2], predict the reactants needed to synthesize it. The reactants are: [C:1]([C:5]1[CH:20]=[C:8]2[N:9]=[C:10]([CH3:19])[C:11]([CH2:14][C:15]([O:17][CH3:18])=[O:16])=[C:12]([Cl:13])[N:7]2[N:6]=1)([CH3:4])([CH3:3])[CH3:2].[Li+].C[Si]([N-][Si](C)(C)C)(C)C.I[CH2:32][CH2:33][CH3:34]. (6) Given the product [Cl:1][C:2]1[N:3]=[C:4]([N:14]2[CH2:19][CH2:18][O:17][CH2:16][CH2:15]2)[C:5]2[S:10][C:9]([CH2:11][N:12]([CH3:13])[CH:26]3[CH2:27][CH2:28][N:23]([CH2:20][CH2:21][CH3:22])[CH2:24][CH2:25]3)=[CH:8][C:6]=2[N:7]=1, predict the reactants needed to synthesize it. The reactants are: [Cl:1][C:2]1[N:3]=[C:4]([N:14]2[CH2:19][CH2:18][O:17][CH2:16][CH2:15]2)[C:5]2[S:10][C:9]([CH2:11][NH:12][CH3:13])=[CH:8][C:6]=2[N:7]=1.[CH2:20]([N:23]1[CH2:28][CH2:27][C:26](=O)[CH2:25][CH2:24]1)[CH2:21][CH3:22]. (7) Given the product [OH2:18].[CH3:2][C:3]1[CH:8]=[CH:7][C:6]([S:28]([OH:31])(=[O:30])=[O:29])=[CH:5][CH:4]=1, predict the reactants needed to synthesize it. The reactants are: F[C@:2]12[C@@H](O)C[C@@]3(C)[C@@H](CC[C@]3(O)C(=O)C[OH:18])[C@@H]1CC[C:8]1[C@:3]2(C)[CH:4]=[CH:5][C:6](=O)[CH:7]=1.[S:28]([O-])([O-:31])(=[O:30])=[O:29].[Na+].[Na+].C(OC1C=CC(C(OC)(OC)OC)=CC=1)C1C=CC=CC=1. (8) Given the product [CH3:1][CH:2]1[CH2:7][CH2:6][N:5]([C:18]2[CH:23]=[CH:22][N:21]=[CH:20][C:19]=2[N+:24]([O-:26])=[O:25])[CH2:4][CH:3]1[NH:8][P:9](=[O:16])([O:13][CH2:14][CH3:15])[O:10][CH2:11][CH3:12], predict the reactants needed to synthesize it. The reactants are: [CH3:1][CH:2]1[CH2:7][CH2:6][NH:5][CH2:4][CH:3]1[NH:8][P:9](=[O:16])([O:13][CH2:14][CH3:15])[O:10][CH2:11][CH3:12].Cl[C:18]1[CH:23]=[CH:22][N:21]=[CH:20][C:19]=1[N+:24]([O-:26])=[O:25].CCN(C(C)C)C(C)C. (9) Given the product [CH3:1][O:2][C:3]1[CH:20]=[CH:19][CH:18]=[C:5]2[C:4]=1[NH:21][C:8](=[O:9])[C:7]([C:13]([O:15][CH2:16][CH3:17])=[O:14])=[CH:6]2, predict the reactants needed to synthesize it. The reactants are: [CH3:1][O:2][C:3]1[C:4]([N+:21]([O-])=O)=[C:5]([CH:18]=[CH:19][CH:20]=1)[CH:6]=[C:7]([C:13]([O:15][CH2:16][CH3:17])=[O:14])[C:8](OCC)=[O:9]. (10) Given the product [F:10][C:11]1[CH:18]=[CH:17][C:14]([CH2:15][NH:16][C:4](=[O:5])[CH:3]([O:8][CH3:9])[O:2][CH3:1])=[CH:13][CH:12]=1, predict the reactants needed to synthesize it. The reactants are: [CH3:1][O:2][CH:3]([O:8][CH3:9])[C:4](OC)=[O:5].[F:10][C:11]1[CH:18]=[CH:17][C:14]([CH2:15][NH2:16])=[CH:13][CH:12]=1.